Task: Predict which catalyst facilitates the given reaction.. Dataset: Catalyst prediction with 721,799 reactions and 888 catalyst types from USPTO Reactant: [CH3:1][C:2]1[CH:7]=[C:6]([CH3:8])[CH:5]=[CH:4][C:3]=1[C@H:9]([C:31]1[CH:36]=[CH:35][CH:34]=[CH:33][CH:32]=1)[NH:10][C:11](=[O:30])[CH2:12][C:13]1[CH:14]=[CH:15][C:16]2[O:20][C:19]([C:21](=[O:28])[C:22]3[CH:27]=[CH:26][N:25]=[CH:24][CH:23]=3)=[CH:18][C:17]=2[CH:29]=1.[F:37][C:38]([Si](C)(C)C)([F:40])[F:39].CCCC[N+](CCCC)(CCCC)CCCC.[F-].CCOC(C)=O. Product: [CH3:1][C:2]1[CH:7]=[C:6]([CH3:8])[CH:5]=[CH:4][C:3]=1[C@H:9]([C:31]1[CH:32]=[CH:33][CH:34]=[CH:35][CH:36]=1)[NH:10][C:11](=[O:30])[CH2:12][C:13]1[CH:14]=[CH:15][C:16]2[O:20][C:19]([C:21]([OH:28])([C:22]3[CH:27]=[CH:26][N:25]=[CH:24][CH:23]=3)[C:38]([F:40])([F:39])[F:37])=[CH:18][C:17]=2[CH:29]=1. The catalyst class is: 20.